Dataset: Kir2.1 potassium channel HTS with 301,493 compounds. Task: Binary Classification. Given a drug SMILES string, predict its activity (active/inactive) in a high-throughput screening assay against a specified biological target. (1) The drug is O(c1cc(CCNC(=O)/C=C\c2occc2)ccc1OCC)CC. The result is 0 (inactive). (2) The compound is S(=O)(=O)(N(CC)CC)c1cc(NS(=O)(=O)c2ccc(cc2)C)c(N2CCOCC2)cc1. The result is 0 (inactive). (3) The molecule is S(=O)(=O)(N1N=C(CC1c1cc(O)ccc1)c1sccc1)c1ccccc1. The result is 0 (inactive). (4) The molecule is O(C(=O)c1nc(Nc2ccc(cc2)C(O)=O)c2c(n1)cccc2)CC. The result is 0 (inactive). (5) The drug is O(CN1C(=O)c2c(C1=O)cccc2)C(=O)Cc1cc(OC)c(OC)cc1. The result is 0 (inactive).